From a dataset of Forward reaction prediction with 1.9M reactions from USPTO patents (1976-2016). Predict the product of the given reaction. (1) The product is: [CH3:1][O:2][C:3]1[CH:4]=[C:5]([CH:11]([C:14](=[O:17])[CH2:15][CH3:16])[C:12]#[N:13])[CH:6]=[CH:7][C:8]=1[O:9][CH3:10]. Given the reactants [CH3:1][O:2][C:3]1[CH:4]=[C:5]([CH2:11][C:12]#[N:13])[CH:6]=[CH:7][C:8]=1[O:9][CH3:10].[C:14](OCC)(=[O:17])[CH2:15][CH3:16].[O-]CC.[Na+], predict the reaction product. (2) Given the reactants [OH:1][CH:2]([C:28]1[CH:33]=[CH:32][CH:31]=[CH:30][CH:29]=1)[CH2:3][N:4]1[C:13]2[C:8](=[CH:9][C:10]([O:14][CH2:15][C:16]#[CH:17])=[CH:11][CH:12]=2)[C:7]([C:18]2[CH:23]=[CH:22][C:21]([CH:24]([CH3:26])[CH3:25])=[CH:20][CH:19]=2)=[N:6][C:5]1=[O:27].CC(C)=O.OS(O)(=O)=O.O=[Cr](=O)=O, predict the reaction product. The product is: [CH:24]([C:21]1[CH:20]=[CH:19][C:18]([C:7]2[C:8]3[C:13](=[CH:12][CH:11]=[C:10]([O:14][CH2:15][C:16]#[CH:17])[CH:9]=3)[N:4]([CH2:3][C:2](=[O:1])[C:28]3[CH:33]=[CH:32][CH:31]=[CH:30][CH:29]=3)[C:5](=[O:27])[N:6]=2)=[CH:23][CH:22]=1)([CH3:26])[CH3:25]. (3) Given the reactants [Br-:1].[Br-].[Br-].C([N+](CCCC)(CCCC)CCCC)CCC.C([N+](CCCC)(CCCC)CCCC)CCC.C([N+](CCCC)(CCCC)CCCC)CCC.[F:55][C:56]([F:66])([F:65])[CH2:57][C:58]1[CH:63]=[CH:62][CH:61]=[CH:60][C:59]=1[OH:64].S([O-])([O-])(=O)=S.[Na+].[Na+], predict the reaction product. The product is: [Br:1][C:62]1[CH:61]=[CH:60][C:59]([OH:64])=[C:58]([CH2:57][C:56]([F:65])([F:66])[F:55])[CH:63]=1. (4) Given the reactants O[CH:2]([CH2:6][CH2:7][CH2:8][CH2:9][CH2:10][CH2:11][CH2:12][CH2:13][CH2:14][CH2:15][CH2:16][CH2:17][CH2:18][CH2:19][CH3:20])[CH2:3][C:4]#[N:5].CS(Cl)(=O)=O.[NH:26]1[CH:30]=[CH:29][N:28]=[CH:27]1, predict the reaction product. The product is: [N:26]1([CH:15]([CH2:16][CH2:17][CH2:18][CH2:19][CH3:20])[CH2:14][CH2:13][CH2:12][CH2:11][CH2:10][CH2:9][CH2:8][CH2:7][CH2:6][CH2:2][CH2:3][C:4]#[N:5])[CH:30]=[CH:29][N:28]=[CH:27]1. (5) Given the reactants C1(C)C=CC=CC=1.[H-].C([Al+]CC(C)C)C(C)C.C[O:19][C:20](=O)/[CH:21]=[C:22](\[CH3:39])/[CH2:23]/[CH:24]=[CH:25]/[C@H:26]([CH3:38])[C@@H:27]([O:30][Si:31]([CH2:36][CH3:37])([CH2:34][CH3:35])[CH2:32][CH3:33])[CH2:28][CH3:29].O.O.O.O.C(C(C(C([O-])=O)O)O)([O-])=O.[Na+].[K+], predict the reaction product. The product is: [CH3:39]/[C:22](/[CH2:23]/[CH:24]=[CH:25]/[C@H:26]([CH3:38])[C@@H:27]([O:30][Si:31]([CH2:34][CH3:35])([CH2:36][CH3:37])[CH2:32][CH3:33])[CH2:28][CH3:29])=[CH:21]\[CH2:20][OH:19].